This data is from NCI-60 drug combinations with 297,098 pairs across 59 cell lines. The task is: Regression. Given two drug SMILES strings and cell line genomic features, predict the synergy score measuring deviation from expected non-interaction effect. (1) Drug 1: CC1C(C(CC(O1)OC2CC(CC3=C2C(=C4C(=C3O)C(=O)C5=C(C4=O)C(=CC=C5)OC)O)(C(=O)CO)O)N)O.Cl. Drug 2: COCCOC1=C(C=C2C(=C1)C(=NC=N2)NC3=CC=CC(=C3)C#C)OCCOC.Cl. Cell line: HOP-92. Synergy scores: CSS=6.58, Synergy_ZIP=-3.31, Synergy_Bliss=-1.31, Synergy_Loewe=0.993, Synergy_HSA=1.79. (2) Drug 1: C1C(C(OC1N2C=NC3=C(N=C(N=C32)Cl)N)CO)O. Drug 2: C1C(C(OC1N2C=NC(=NC2=O)N)CO)O. Cell line: NCIH23. Synergy scores: CSS=58.5, Synergy_ZIP=6.28, Synergy_Bliss=11.7, Synergy_Loewe=7.37, Synergy_HSA=8.56. (3) Drug 1: C1=CN(C(=O)N=C1N)C2C(C(C(O2)CO)O)O.Cl. Drug 2: C#CCC(CC1=CN=C2C(=N1)C(=NC(=N2)N)N)C3=CC=C(C=C3)C(=O)NC(CCC(=O)O)C(=O)O. Cell line: IGROV1. Synergy scores: CSS=33.3, Synergy_ZIP=0.225, Synergy_Bliss=-3.68, Synergy_Loewe=-12.7, Synergy_HSA=-3.75. (4) Drug 1: C1=CC(=CC=C1CC(C(=O)O)N)N(CCCl)CCCl.Cl. Drug 2: CCC1(CC2CC(C3=C(CCN(C2)C1)C4=CC=CC=C4N3)(C5=C(C=C6C(=C5)C78CCN9C7C(C=CC9)(C(C(C8N6C)(C(=O)OC)O)OC(=O)C)CC)OC)C(=O)OC)O.OS(=O)(=O)O. Cell line: LOX IMVI. Synergy scores: CSS=21.6, Synergy_ZIP=-5.65, Synergy_Bliss=-1.24, Synergy_Loewe=-13.6, Synergy_HSA=1.45. (5) Drug 1: CCN(CC)CCNC(=O)C1=C(NC(=C1C)C=C2C3=C(C=CC(=C3)F)NC2=O)C. Drug 2: C1=CC(=C(C=C1I)F)NC2=C(C=CC(=C2F)F)C(=O)NOCC(CO)O. Cell line: NCIH23. Synergy scores: CSS=73.0, Synergy_ZIP=3.85, Synergy_Bliss=4.28, Synergy_Loewe=8.80, Synergy_HSA=13.4.